Dataset: Catalyst prediction with 721,799 reactions and 888 catalyst types from USPTO. Task: Predict which catalyst facilitates the given reaction. (1) Product: [Cl:1][C:2]1[CH:3]=[CH:4][C:5]([CH:8]([C:38]2[CH:39]=[CH:40][C:41]([Cl:44])=[CH:42][CH:43]=2)[C:9]2[CH:10]=[C:11]3[C:16](=[CH:17][CH:18]=2)[N:15]=[N:14][CH:13]=[C:12]3[NH:19][CH:20]2[CH2:21][CH2:22][N:23]([S:26]([C:29]3[O:33][C:32]([C:34]([OH:36])=[O:35])=[CH:31][CH:30]=3)(=[O:28])=[O:27])[CH2:24][CH2:25]2)=[CH:6][CH:7]=1. The catalyst class is: 132. Reactant: [Cl:1][C:2]1[CH:7]=[CH:6][C:5]([CH:8]([C:38]2[CH:43]=[CH:42][C:41]([Cl:44])=[CH:40][CH:39]=2)[C:9]2[CH:10]=[C:11]3[C:16](=[CH:17][CH:18]=2)[N:15]=[N:14][CH:13]=[C:12]3[NH:19][CH:20]2[CH2:25][CH2:24][N:23]([S:26]([C:29]3[O:33][C:32]([C:34]([O:36]C)=[O:35])=[CH:31][CH:30]=3)(=[O:28])=[O:27])[CH2:22][CH2:21]2)=[CH:4][CH:3]=1.[OH-].[Na+].CO.Cl. (2) Reactant: C([Li])CCC.[Br-].[F:7][C:8]1[CH:33]=[C:32]([F:34])[CH:31]=[CH:30][C:9]=1[CH2:10][P+](C1C=CC=CC=1)(C1C=CC=CC=1)C1C=CC=CC=1.[F:35][C:36]1[CH:41]=[CH:40][C:39]([S:42]([C:45]2[CH:52]=[CH:51][C:48]([CH:49]=O)=[CH:47][CH:46]=2)(=[O:44])=[O:43])=[CH:38][CH:37]=1.FC1C=CC(S)=CC=1. Product: [F:7][C:8]1[CH:33]=[C:32]([F:34])[CH:31]=[CH:30][C:9]=1/[CH:10]=[CH:49]/[C:48]1[CH:47]=[CH:46][C:45]([S:42]([C:39]2[CH:40]=[CH:41][C:36]([F:35])=[CH:37][CH:38]=2)(=[O:44])=[O:43])=[CH:52][CH:51]=1. The catalyst class is: 355.